This data is from Full USPTO retrosynthesis dataset with 1.9M reactions from patents (1976-2016). The task is: Predict the reactants needed to synthesize the given product. (1) The reactants are: [CH2:1]([O:3][C:4]([N:6]1[CH2:20][CH2:19][C:10]2[C:11]3[CH:12]([OH:18])[CH2:13][CH2:14][C:15]=3[CH:16]=[CH:17][C:9]=2[CH2:8][CH2:7]1)=[O:5])[CH3:2].[H-].[Na+].I[CH3:24]. Given the product [CH2:1]([O:3][C:4]([N:6]1[CH2:20][CH2:19][C:10]2[C:11]3[CH:12]([O:18][CH3:24])[CH2:13][CH2:14][C:15]=3[CH:16]=[CH:17][C:9]=2[CH2:8][CH2:7]1)=[O:5])[CH3:2], predict the reactants needed to synthesize it. (2) The reactants are: [S:1]([O-:4])([O-:3])=[O:2].[Na+:5].[Na+].[Br:7][C:8]1[CH:13]=[CH:12][C:11]([CH2:14][CH2:15]Br)=[CH:10][CH:9]=1. Given the product [Br:7][C:8]1[CH:13]=[CH:12][C:11]([CH2:14][CH2:15][S:1]([O-:4])(=[O:3])=[O:2])=[CH:10][CH:9]=1.[Na+:5], predict the reactants needed to synthesize it. (3) Given the product [CH2:11]([O:18][C@H:19]1[C@H:24]([O:25][CH2:26][C:27]2[CH:32]=[CH:31][CH:30]=[CH:29][CH:28]=2)[C@@H:23]([O:33][CH2:34][C:35]2[CH:40]=[CH:39][CH:38]=[CH:37][CH:36]=2)[C@@:22]([C:43]2[CH:48]=[CH:47][C:46]([Cl:49])=[C:45]([CH2:50][C:51]3[CH:56]=[CH:55][C:54]([O:57][CH2:58][CH3:59])=[C:53]([F:60])[CH:52]=3)[CH:44]=2)([O:41][CH3:42])[O:21][C@@H:20]1[CH:61]=[O:62])[C:12]1[CH:17]=[CH:16][CH:15]=[CH:14][CH:13]=1, predict the reactants needed to synthesize it. The reactants are: C(Cl)(=O)C(Cl)=O.CS(C)=O.[CH2:11]([O:18][C@H:19]1[C@H:24]([O:25][CH2:26][C:27]2[CH:32]=[CH:31][CH:30]=[CH:29][CH:28]=2)[C@@H:23]([O:33][CH2:34][C:35]2[CH:40]=[CH:39][CH:38]=[CH:37][CH:36]=2)[C@@:22]([C:43]2[CH:48]=[CH:47][C:46]([Cl:49])=[C:45]([CH2:50][C:51]3[CH:56]=[CH:55][C:54]([O:57][CH2:58][CH3:59])=[C:53]([F:60])[CH:52]=3)[CH:44]=2)([O:41][CH3:42])[O:21][C@@H:20]1[CH2:61][OH:62])[C:12]1[CH:17]=[CH:16][CH:15]=[CH:14][CH:13]=1.C(N(CC)CC)C.